This data is from Full USPTO retrosynthesis dataset with 1.9M reactions from patents (1976-2016). The task is: Predict the reactants needed to synthesize the given product. (1) Given the product [Cl:22][C:5]1[C:6]([CH2:8][CH2:9][C:10]2[CH:15]=[CH:14][CH:13]=[CH:12][C:11]=2[C:16]2([C:19]([NH2:21])=[O:20])[CH2:18][CH2:17]2)=[N:7][C:2]([NH:29][C:27]2[C:26]([CH3:30])=[N:25][N:24]([CH3:23])[CH:28]=2)=[N:3][CH:4]=1, predict the reactants needed to synthesize it. The reactants are: Cl[C:2]1[N:7]=[C:6]([CH2:8][CH2:9][C:10]2[CH:15]=[CH:14][CH:13]=[CH:12][C:11]=2[C:16]2([C:19]([NH2:21])=[O:20])[CH2:18][CH2:17]2)[C:5]([Cl:22])=[CH:4][N:3]=1.[CH3:23][N:24]1[CH:28]=[C:27]([NH2:29])[C:26]([CH3:30])=[N:25]1.O.C1(C)C=CC(S(O)(=O)=O)=CC=1. (2) Given the product [CH:10]([N:13]([CH:14]([CH3:16])[CH3:15])[C:20](=[NH:21])[C:19]1[C:18]([F:17])=[CH:25][CH:24]=[CH:23][C:22]=1[F:26])([CH3:12])[CH3:11], predict the reactants needed to synthesize it. The reactants are: CC[Mg+].[Br-].CCOCC.[CH:10]([NH:13][CH:14]([CH3:16])[CH3:15])([CH3:12])[CH3:11].[F:17][C:18]1[CH:25]=[CH:24][CH:23]=[C:22]([F:26])[C:19]=1[C:20]#[N:21].